This data is from Full USPTO retrosynthesis dataset with 1.9M reactions from patents (1976-2016). The task is: Predict the reactants needed to synthesize the given product. (1) Given the product [Br:1][C:2]1[CH:3]=[C:4]([C:9]2[C:10]([C:12]3[CH:17]=[CH:16][CH:15]=[C:14]([CH3:18])[N:13]=3)=[N:28][NH:22][CH:24]=2)[CH:5]=[CH:6][C:7]=1[F:8], predict the reactants needed to synthesize it. The reactants are: [Br:1][C:2]1[CH:3]=[C:4]([CH2:9][C:10]([C:12]2[CH:17]=[CH:16][CH:15]=[C:14]([CH3:18])[N:13]=2)=O)[CH:5]=[CH:6][C:7]=1[F:8].COC(OC)[N:22]([CH3:24])C.O.[NH2:28]N. (2) Given the product [C:28]12([C:25]3[CH:26]=[CH:27][C:22]([O:21][CH2:20][C:19]([NH:18][C:13]4[CH:12]=[C:11]([CH:16]=[CH:15][C:14]=4[OH:17])[C:10]([N:2]([CH3:3])[CH3:1])=[O:9])=[O:38])=[CH:23][CH:24]=3)[CH2:35][CH:34]3[CH2:33][CH:32]([CH2:31][CH:30]([CH2:36]3)[CH2:29]1)[CH2:37]2, predict the reactants needed to synthesize it. The reactants are: [CH3:1][NH:2][CH3:3].C[Al](C)C.C[O:9][C:10](=O)[C:11]1[CH:16]=[CH:15][C:14]([OH:17])=[C:13]([NH:18][C:19](=[O:38])[CH2:20][O:21][C:22]2[CH:27]=[CH:26][C:25]([C:28]34[CH2:37][CH:32]5[CH2:33][CH:34]([CH2:36][CH:30]([CH2:31]5)[CH2:29]3)[CH2:35]4)=[CH:24][CH:23]=2)[CH:12]=1.Cl. (3) Given the product [Si:12]([O:11][C:9]1[CH:8]=[CH:7][C:5]([N:6]2[C:22](=[O:23])[C:21]3=[CH:25][CH:26]=[CH:27][CH:28]=[C:20]3[C:19]2=[O:24])=[C:4]([N+:1]([O-:3])=[O:2])[CH:10]=1)([C:15]([CH3:18])([CH3:17])[CH3:16])([CH3:13])[CH3:14], predict the reactants needed to synthesize it. The reactants are: [N+:1]([C:4]1[CH:10]=[C:9]([O:11][Si:12]([C:15]([CH3:18])([CH3:17])[CH3:16])([CH3:14])[CH3:13])[CH:8]=[CH:7][C:5]=1[NH2:6])([O-:3])=[O:2].[C:19]1(=O)[O:24][C:22](=[O:23])[C:21]2=[CH:25][CH:26]=[CH:27][CH:28]=[C:20]12.C(N(C(C)C)CC)(C)C. (4) Given the product [OH:19][C@@H:17]1[CH2:18][N:14]2[C@H:15]([C:20](=[O:21])[N:10]([C:4]3[CH:5]=[CH:6][C:7]([C:8]#[N:9])=[C:2]([Cl:1])[C:3]=3[CH3:23])[S:11]2(=[O:13])=[O:12])[CH2:16]1, predict the reactants needed to synthesize it. The reactants are: [Cl:1][C:2]1[C:3]([CH3:23])=[C:4]([NH:10][S:11]([N:14]2[CH2:18][C@@H:17]([OH:19])[CH2:16][C@H:15]2[C:20](O)=[O:21])(=[O:13])=[O:12])[CH:5]=[CH:6][C:7]=1[C:8]#[N:9].C1CCC(N=C=NC2CCCCC2)CC1.C1C([N+]([O-])=O)=CC=C(O)C=1. (5) Given the product [ClH:1].[Cl:1][C:2]1[CH:3]=[C:4]([O:8][CH2:9][C:10]([N:23]([CH:20]2[CH2:19][CH2:18][N:17]([CH2:16][CH:13]3[CH2:15][CH2:14]3)[CH2:22][CH2:21]2)[CH3:24])=[O:12])[CH:5]=[N:6][CH:7]=1, predict the reactants needed to synthesize it. The reactants are: [Cl:1][C:2]1[CH:3]=[C:4]([O:8][CH2:9][C:10]([OH:12])=O)[CH:5]=[N:6][CH:7]=1.[CH:13]1([CH2:16][N:17]2[CH2:22][CH2:21][CH:20]([NH:23][CH3:24])[CH2:19][CH2:18]2)[CH2:15][CH2:14]1. (6) Given the product [Br:21][C:22]1[CH:23]=[C:24]2[C:25](=[CH:27][CH:28]=1)[N:26]=[C:2]([CH3:20])[C:3]([CH2:9][C:10]1[CH:11]=[CH:12][C:13]([C:16]([F:17])([F:18])[F:19])=[CH:14][CH:15]=1)=[C:4]2[OH:6], predict the reactants needed to synthesize it. The reactants are: O=[C:2]([CH3:20])[CH:3]([CH2:9][C:10]1[CH:15]=[CH:14][C:13]([C:16]([F:19])([F:18])[F:17])=[CH:12][CH:11]=1)[C:4]([O:6]CC)=O.[Br:21][C:22]1[CH:28]=[CH:27][C:25]([NH2:26])=[CH:24][CH:23]=1.C1(C)C=CC(S(O)(=O)=O)=CC=1.C1(OC2C=CC=CC=2)C=CC=CC=1. (7) Given the product [OH:10][C:7]1[CH:8]=[CH:9][C:4]([CH2:3][CH2:2][NH:1][C:16](=[O:17])[O:18][C:19]([CH3:22])([CH3:21])[CH3:20])=[CH:5][CH:6]=1, predict the reactants needed to synthesize it. The reactants are: [NH2:1][CH2:2][CH2:3][C:4]1[CH:9]=[CH:8][C:7]([OH:10])=[CH:6][CH:5]=1.C(=O)(O)[O-].[Na+].[C:16](O[C:16]([O:18][C:19]([CH3:22])([CH3:21])[CH3:20])=[O:17])([O:18][C:19]([CH3:22])([CH3:21])[CH3:20])=[O:17]. (8) Given the product [C:5]([Si:2]([CH3:4])([CH3:3])[O:1][CH2:9][CH:10]1[CH2:11][CH:12]([O:14][CH:16]2[CH2:17][CH2:18][CH2:19][CH2:20][O:15]2)[CH2:13]1)([CH3:8])([CH3:7])[CH3:6], predict the reactants needed to synthesize it. The reactants are: [O:1]([CH2:9][CH:10]1[CH2:13][CH:12]([OH:14])[CH2:11]1)[Si:2]([C:5]([CH3:8])([CH3:7])[CH3:6])([CH3:4])[CH3:3].[O:15]1[CH:20]=[CH:19][CH2:18][CH2:17][CH2:16]1.